This data is from Reaction yield outcomes from USPTO patents with 853,638 reactions. The task is: Predict the reaction yield, written as a fraction of the theoretical maximum amount of product (1.0 means a 100% yield; for example, 0.34 means a 34% yield). (1) The reactants are [NH2:1][C:2]1[CH:3]=[C:4]([CH:17]=[CH:18][CH:19]=1)[C:5]([NH:7][C:8]1[CH:13]=[CH:12][C:11]([N+:14]([O-:16])=[O:15])=[CH:10][CH:9]=1)=[O:6].[NH2:20][C:21]1[N:26]=[C:25]([CH3:27])[CH:24]=[C:23]([Cl:28])[N:22]=1.Cl. The catalyst is C(OCCO)C.C(OCC)(=O)C. The product is [ClH:28].[NH2:20][C:21]1[N:22]=[C:23]([NH:1][C:2]2[CH:3]=[C:4]([CH:17]=[CH:18][CH:19]=2)[C:5]([NH:7][C:8]2[CH:9]=[CH:10][C:11]([N+:14]([O-:16])=[O:15])=[CH:12][CH:13]=2)=[O:6])[CH:24]=[C:25]([CH3:27])[N:26]=1. The yield is 0.980. (2) The reactants are [Li+].[OH-].C([O:6][C@@H:7]1[CH2:31][CH2:30][C@@:29]2([CH3:32])[C@H:9]([CH2:10][CH2:11][C@@H:12]3[C@@H:28]2[CH2:27][C@H:26]([OH:33])[C@@:25]2([CH3:34])[C@H:13]3[CH2:14][CH2:15][C@@H:16]2[C@H:17]([CH3:24])[CH2:18][CH2:19][C:20]([O:22]C)=[O:21])[CH2:8]1)(=O)C. The catalyst is O.C1COCC1.CO. The product is [CH3:24][C@@H:17]([C@@H:16]1[C@@:25]2([CH3:34])[C@@H:26]([OH:33])[CH2:27][C@@H:28]3[C@@:29]4([CH3:32])[CH2:30][CH2:31][C@@H:7]([OH:6])[CH2:8][C@H:9]4[CH2:10][CH2:11][C@H:12]3[C@@H:13]2[CH2:14][CH2:15]1)[CH2:18][CH2:19][C:20]([OH:22])=[O:21]. The yield is 0.910. (3) The reactants are Br[C:2]1[CH:3]=[C:4]([C:7]([O:9][CH3:10])=[O:8])[O:5][CH:6]=1.C(=O)([O-])[O-].[K+].[K+].[CH3:17][N:18]1[C:22](B2OC(C)(C)C(C)(C)O2)=[CH:21][CH:20]=[N:19]1. The catalyst is O1CCOCC1.O.CC(C)([P](C(C)(C)C)([Pd][P](C(C)(C)C)(C(C)(C)C)C(C)(C)C)C(C)(C)C)C. The product is [CH3:17][N:18]1[C:22]([C:2]2[CH:3]=[C:4]([C:7]([O:9][CH3:10])=[O:8])[O:5][CH:6]=2)=[CH:21][CH:20]=[N:19]1. The yield is 0.260. (4) The reactants are [N:1]12[CH2:8][CH2:7][C:4]([C:9]([C:17]3[CH:22]=[CH:21][CH:20]=[CH:19][CH:18]=3)([C:11]3[CH:16]=[CH:15][CH:14]=[CH:13][CH:12]=3)[OH:10])([CH2:5][CH2:6]1)[CH2:3][CH2:2]2.[CH:23]1[C:32]2[C:27](=[CH:28][CH:29]=[CH:30][CH:31]=2)[CH:26]=[CH:25][C:24]=1[O:33][CH2:34][CH2:35][CH2:36][Br:37]. The product is [Br-:37].[OH:10][C:9]([C:17]1[CH:22]=[CH:21][CH:20]=[CH:19][CH:18]=1)([C:11]1[CH:12]=[CH:13][CH:14]=[CH:15][CH:16]=1)[C:4]12[CH2:5][CH2:6][N+:1]([CH2:36][CH2:35][CH2:34][O:33][C:24]3[CH:25]=[CH:26][C:27]4[C:32](=[CH:31][CH:30]=[CH:29][CH:28]=4)[CH:23]=3)([CH2:2][CH2:3]1)[CH2:8][CH2:7]2. The catalyst is CC#N. The yield is 0.637. (5) The reactants are OP([O-])([O-])=O.[Na+].[Na+].S([O-])([O-])=O.[Na+].[Na+].[F:14][C:15]1[CH:16]=[C:17]([S:22](Cl)(=[O:24])=[O:23])[CH:18]=[CH:19][C:20]=1[CH3:21].Br[CH2:27][C:28]1[CH:33]=[CH:32][C:31]([C:34]([F:43])([C:39]([F:42])([F:41])[F:40])[C:35]([F:38])([F:37])[F:36])=[CH:30][CH:29]=1. The catalyst is O.CC(C)=O. The product is [F:14][C:15]1[CH:16]=[C:17]([S:22]([CH2:27][C:28]2[CH:29]=[CH:30][C:31]([C:34]([F:43])([C:35]([F:36])([F:37])[F:38])[C:39]([F:41])([F:42])[F:40])=[CH:32][CH:33]=2)(=[O:24])=[O:23])[CH:18]=[CH:19][C:20]=1[CH3:21]. The yield is 0.710. (6) The reactants are O[C:2]1[CH:3]=[C:4]([NH:8][C:9]2[N:14]=[C:13]([NH:15][C:16]3[CH:21]=[CH:20][CH:19]=[C:18](O)[CH:17]=3)[C:12]([F:23])=[CH:11][N:10]=2)[CH:5]=[CH:6][CH:7]=1.[CH2:24]([N:31]1[CH2:36][CH2:35][N:34](C2C=CC(N)=CC=2)[CH2:33][CH2:32]1)[C:25]1[CH:30]=[CH:29][CH:28]=[CH:27][CH:26]=1.Cl[C:45]1[N:50]=[C:49](Cl)[C:48](F)=[CH:47]N=1. No catalyst specified. The product is [CH2:49]([N:50]1[CH2:45][CH2:9][N:8]([C:7]2[CH:6]=[CH:5][C:4]([NH:8][C:9]3[N:14]=[C:13]([NH:15][C:16]4[CH:21]=[CH:20][C:19]([N:34]5[CH2:33][CH2:32][N:31]([CH2:24][C:25]6[CH:26]=[CH:27][CH:28]=[CH:29][CH:30]=6)[CH2:36][CH2:35]5)=[CH:18][CH:17]=4)[C:12]([F:23])=[CH:11][N:10]=3)=[CH:3][CH:2]=2)[CH2:4][CH2:3]1)[C:48]1[CH:47]=[CH:2][CH:7]=[CH:6][CH:5]=1. The yield is 0.640.